This data is from HIV replication inhibition screening data with 41,000+ compounds from the AIDS Antiviral Screen. The task is: Binary Classification. Given a drug SMILES string, predict its activity (active/inactive) in a high-throughput screening assay against a specified biological target. (1) The result is 0 (inactive). The compound is Cc1nn(C(=O)c2ccccc2O)c2c1C(c1ccco1)SC(=N)N2. (2) The molecule is O=C(NCCc1c[nH]c2ccccc12)C1CC1. The result is 0 (inactive). (3) The molecule is Cc1ccc(S(=O)(=O)NCCSCCNS(=O)(=O)c2ccc(C)cc2)cc1. The result is 0 (inactive). (4) The drug is Oc1cc(O)cc(C=Cc2ccc(O)c(O)c2)c1. The result is 0 (inactive). (5) The drug is Nc1ccc2[se]nc3c2c1C(=O)c1ccccc1-3. The result is 0 (inactive). (6) The molecule is CC(C)(C)C(=O)C(C(=O)c1ccccc1)C(=O)C(C)(C)C. The result is 0 (inactive).